From a dataset of Reaction yield outcomes from USPTO patents with 853,638 reactions. Predict the reaction yield, written as a fraction of the theoretical maximum amount of product (1.0 means a 100% yield; for example, 0.34 means a 34% yield). (1) The product is [Br:1][C:2]1[CH:3]=[C:4]([C:8]2[C:12]([C:13]3[N:14]=[CH:15][N:16]([C:20]4[CH:25]=[CH:24][C:23]([N+:26]([O-:28])=[O:27])=[CH:22][CH:21]=4)[CH:17]=3)=[C:11]([CH3:18])[O:10][N:9]=2)[CH:5]=[CH:6][CH:7]=1. No catalyst specified. The reactants are [Br:1][C:2]1[CH:3]=[C:4]([C:8]2[C:12]([C:13]3[N:14]=[CH:15][NH:16][CH:17]=3)=[C:11]([CH3:18])[O:10][N:9]=2)[CH:5]=[CH:6][CH:7]=1.F[C:20]1[CH:25]=[CH:24][C:23]([N+:26]([O-:28])=[O:27])=[CH:22][CH:21]=1. The yield is 0.390. (2) The reactants are [CH3:1][C:2]1([CH3:20])[CH2:6][C:5]2[C:7]([CH3:19])=[C:8]([N:13]3[CH2:18][CH2:17][NH:16][CH2:15][CH2:14]3)[C:9]([CH3:12])=[C:10]([CH3:11])[C:4]=2[O:3]1.Br[C:22]1[CH:27]=[CH:26][C:25]([S:28][CH3:29])=[CH:24][CH:23]=1. No catalyst specified. The product is [CH3:29][S:28][C:25]1[CH:26]=[CH:27][C:22]([N:16]2[CH2:15][CH2:14][N:13]([C:8]3[C:9]([CH3:12])=[C:10]([CH3:11])[C:4]4[O:3][C:2]([CH3:20])([CH3:1])[CH2:6][C:5]=4[C:7]=3[CH3:19])[CH2:18][CH2:17]2)=[CH:23][CH:24]=1. The yield is 0.600. (3) The reactants are Cl.[CH3:2][O:3][C:4]1[CH:9]=[CH:8][C:7]([C:10]2[O:14][C:13]([C:15]3[CH:16]=[C:17]([CH:22]=[CH:23][CH:24]=3)[C:18]([NH:20][NH2:21])=[O:19])=[N:12][CH:11]=2)=[CH:6][CH:5]=1.CCN=C=NCCCN(C)C.Cl.C1C=CC2N(O)N=NC=2C=1.[CH3:47][O:48][C:49](=[O:60])[C:50]1[CH:55]=[CH:54][C:53]([CH2:56][C:57](O)=[O:58])=[CH:52][CH:51]=1.C(N(C(C)C)CC)(C)C. The catalyst is CN(C)C=O.O. The product is [CH3:47][O:48][C:49](=[O:60])[C:50]1[CH:55]=[CH:54][C:53]([CH2:56][C:57]([NH:21][NH:20][C:18](=[O:19])[C:17]2[CH:22]=[CH:23][CH:24]=[C:15]([C:13]3[O:14][C:10]([C:7]4[CH:6]=[CH:5][C:4]([O:3][CH3:2])=[CH:9][CH:8]=4)=[CH:11][N:12]=3)[CH:16]=2)=[O:58])=[CH:52][CH:51]=1. The yield is 0.490.